This data is from Full USPTO retrosynthesis dataset with 1.9M reactions from patents (1976-2016). The task is: Predict the reactants needed to synthesize the given product. (1) Given the product [N:8]1([C:11]([C@@H:13]([C@H:23]([CH2:36][OH:37])[O:24][CH2:25][P:26]([O:32][CH:33]([CH3:35])[CH3:34])([O:28][CH:29]([CH3:30])[CH3:31])=[O:27])[OH:14])=[O:12])[CH:9]=[CH:10][C:5]([NH2:4])=[N:6][C:7]1=[O:38], predict the reactants needed to synthesize it. The reactants are: C([NH:4][C:5]1[CH:10]=[CH:9][N:8]([C:11]([C@@H:13]([C@H:23]([CH2:36][OH:37])[O:24][CH2:25][P:26]([O:32][CH:33]([CH3:35])[CH3:34])([O:28][CH:29]([CH3:31])[CH3:30])=[O:27])[O:14]C(=O)C2C=CC=CC=2)=[O:12])[C:7](=[O:38])[N:6]=1)(=O)C.N. (2) Given the product [CH2:14]([C:6]1[C:5]([OH:17])=[C:4]([C:1](=[N:19][OH:20])[CH3:2])[CH:9]=[CH:8][C:7]=1[NH:10][C:11](=[O:13])[CH3:12])[CH:15]=[CH2:16], predict the reactants needed to synthesize it. The reactants are: [C:1]([C:4]1[CH:9]=[CH:8][C:7]([NH:10][C:11](=[O:13])[CH3:12])=[C:6]([CH2:14][CH:15]=[CH2:16])[C:5]=1[OH:17])(=O)[CH3:2].Cl.[NH2:19][OH:20].C([O-])(=O)C.[Na+].